Dataset: Catalyst prediction with 721,799 reactions and 888 catalyst types from USPTO. Task: Predict which catalyst facilitates the given reaction. (1) Reactant: C(OC([N:8]1[CH2:12][C@@H:11]([CH2:13][NH2:14])[CH2:10][C@H:9]1[C:15]([N:17]1[CH2:21][CH2:20][S:19][CH2:18]1)=[O:16])=O)(C)(C)C.C(N(CC)C(C)C)(C)C.Cl[C:32]([O:34][C:35]1[CH:40]=[CH:39][CH:38]=[CH:37][CH:36]=1)=[O:33]. Product: [C:35]1([O:34][C:32](=[O:33])[NH:14][CH2:13][C@H:11]2[CH2:10][C@@H:9]([C:15]([N:17]3[CH2:21][CH2:20][S:19][CH2:18]3)=[O:16])[NH:8][CH2:12]2)[CH:40]=[CH:39][CH:38]=[CH:37][CH:36]=1. The catalyst class is: 1. (2) Reactant: [CH2:1]([C:3]1[CH:8]=[CH:7][CH:6]=[C:5]([CH2:9][CH3:10])[C:4]=1Br)[CH3:2].[Li]CCCC.[B:17](OC)([O:20]C)[O:18]C.Cl. Product: [CH2:1]([C:3]1[CH:8]=[CH:7][CH:6]=[C:5]([CH2:9][CH3:10])[C:4]=1[B:17]([OH:20])[OH:18])[CH3:2]. The catalyst class is: 1. (3) Reactant: [S:1]1[CH:5]=[CH:4][C:3]2[CH:6]([NH2:9])[CH2:7][CH2:8][C:2]1=2.[C:10]1([C:16](Cl)([C:23]2[CH:28]=[CH:27][CH:26]=[CH:25][CH:24]=2)[C:17]2[CH:22]=[CH:21][CH:20]=[CH:19][CH:18]=2)[CH:15]=[CH:14][CH:13]=[CH:12][CH:11]=1.C(N(CC)CC)C. Product: [S:1]1[CH:5]=[CH:4][C:3]2[CH:6]([NH:9][C:16]([C:10]3[CH:15]=[CH:14][CH:13]=[CH:12][CH:11]=3)([C:23]3[CH:24]=[CH:25][CH:26]=[CH:27][CH:28]=3)[C:17]3[CH:18]=[CH:19][CH:20]=[CH:21][CH:22]=3)[CH2:7][CH2:8][C:2]1=2. The catalyst class is: 4. (4) Reactant: [Cl:1][C:2]1[C:3]([N:8]2[CH2:13][CH2:12][C:11]([CH3:14])=[C:10]([C:15]3[CH:21]=[CH:20][C:18]([NH2:19])=[CH:17][CH:16]=3)[CH2:9]2)=[N:4][CH:5]=[CH:6][N:7]=1.[F:22][C:23]1[CH:31]=[N:30][CH:29]=[CH:28][C:24]=1[C:25](O)=[O:26].C(Cl)CCl. Product: [Cl:1][C:2]1[C:3]([N:8]2[CH2:13][CH2:12][C:11]([CH3:14])=[C:10]([C:15]3[CH:16]=[CH:17][C:18]([NH:19][C:25](=[O:26])[C:24]4[CH:28]=[CH:29][N:30]=[CH:31][C:23]=4[F:22])=[CH:20][CH:21]=3)[CH2:9]2)=[N:4][CH:5]=[CH:6][N:7]=1. The catalyst class is: 3. (5) Reactant: [Br:1][C:2]1[CH:3]=[CH:4][C:5]2[N:6]([C:8]([C:11]([O:13]CC)=O)=[N:9][N:10]=2)[CH:7]=1.Cl.Cl.[F:18][C:19]1[CH:24]=[CH:23][CH:22]=[C:21]([C:25]([F:28])([F:27])[F:26])[C:20]=1[CH:29]1[CH2:34][CH2:33][NH:32][CH2:31][CH2:30]1.F[P-](F)(F)(F)(F)F.N1(O[P+](N(C)C)(N(C)C)N(C)C)C2C=CC=CC=2N=N1.C(N(C(C)C)CC)(C)C. Product: [Br:1][C:2]1[CH:3]=[CH:4][C:5]2[N:6]([C:8]([C:11]([N:32]3[CH2:33][CH2:34][CH:29]([C:20]4[C:21]([C:25]([F:26])([F:27])[F:28])=[CH:22][CH:23]=[CH:24][C:19]=4[F:18])[CH2:30][CH2:31]3)=[O:13])=[N:9][N:10]=2)[CH:7]=1. The catalyst class is: 20. (6) Reactant: C[O:2][C:3]1[CH:4]=[C:5]([CH2:10][C:11]([O:13][CH2:14][CH3:15])=[O:12])[CH:6]=[CH:7][C:8]=1O.[C:16]1(O)C=CC=CC=1.[Zn](C)C.CC(C[AlH]CC(C)C)C. Product: [OH:2][C:3]1[CH:4]=[C:5]([CH2:10][C:11]([O:13][CH2:14][CH3:15])=[O:12])[CH:6]=[CH:7][C:8]=1[CH3:16]. The catalyst class is: 140.